From a dataset of NCI-60 drug combinations with 297,098 pairs across 59 cell lines. Regression. Given two drug SMILES strings and cell line genomic features, predict the synergy score measuring deviation from expected non-interaction effect. (1) Drug 1: C1=CC(=CC=C1CCC2=CNC3=C2C(=O)NC(=N3)N)C(=O)NC(CCC(=O)O)C(=O)O. Drug 2: C#CCC(CC1=CN=C2C(=N1)C(=NC(=N2)N)N)C3=CC=C(C=C3)C(=O)NC(CCC(=O)O)C(=O)O. Cell line: DU-145. Synergy scores: CSS=18.2, Synergy_ZIP=-2.78, Synergy_Bliss=-2.25, Synergy_Loewe=-0.646, Synergy_HSA=-0.642. (2) Drug 1: C1CN1P(=S)(N2CC2)N3CC3. Drug 2: C(CC(=O)O)C(=O)CN.Cl. Cell line: OVCAR-8. Synergy scores: CSS=11.3, Synergy_ZIP=3.67, Synergy_Bliss=2.33, Synergy_Loewe=-8.29, Synergy_HSA=0.484. (3) Drug 1: CS(=O)(=O)C1=CC(=C(C=C1)C(=O)NC2=CC(=C(C=C2)Cl)C3=CC=CC=N3)Cl. Drug 2: CC1CCC2CC(C(=CC=CC=CC(CC(C(=O)C(C(C(=CC(C(=O)CC(OC(=O)C3CCCCN3C(=O)C(=O)C1(O2)O)C(C)CC4CCC(C(C4)OC)OCCO)C)C)O)OC)C)C)C)OC. Cell line: K-562. Synergy scores: CSS=31.2, Synergy_ZIP=0.282, Synergy_Bliss=6.87, Synergy_Loewe=3.69, Synergy_HSA=10.2. (4) Drug 1: C1CC(=O)NC(=O)C1N2C(=O)C3=CC=CC=C3C2=O. Drug 2: CN(C(=O)NC(C=O)C(C(C(CO)O)O)O)N=O. Cell line: SN12C. Synergy scores: CSS=-31.1, Synergy_ZIP=-3.35, Synergy_Bliss=-39.8, Synergy_Loewe=-52.6, Synergy_HSA=-61.0. (5) Drug 1: COC1=C(C=C2C(=C1)N=CN=C2NC3=CC(=C(C=C3)F)Cl)OCCCN4CCOCC4. Drug 2: CS(=O)(=O)CCNCC1=CC=C(O1)C2=CC3=C(C=C2)N=CN=C3NC4=CC(=C(C=C4)OCC5=CC(=CC=C5)F)Cl. Cell line: HT29. Synergy scores: CSS=25.5, Synergy_ZIP=-1.01, Synergy_Bliss=6.84, Synergy_Loewe=3.03, Synergy_HSA=2.42. (6) Drug 1: CCC1(CC2CC(C3=C(CCN(C2)C1)C4=CC=CC=C4N3)(C5=C(C=C6C(=C5)C78CCN9C7C(C=CC9)(C(C(C8N6C)(C(=O)OC)O)OC(=O)C)CC)OC)C(=O)OC)O.OS(=O)(=O)O. Drug 2: C1C(C(OC1N2C=NC3=C2NC=NCC3O)CO)O. Cell line: NCI-H522. Synergy scores: CSS=2.38, Synergy_ZIP=1.11, Synergy_Bliss=3.79, Synergy_Loewe=-0.350, Synergy_HSA=1.90. (7) Drug 1: C1=CC(=CC=C1CCCC(=O)O)N(CCCl)CCCl. Drug 2: CCCS(=O)(=O)NC1=C(C(=C(C=C1)F)C(=O)C2=CNC3=C2C=C(C=N3)C4=CC=C(C=C4)Cl)F. Cell line: RPMI-8226. Synergy scores: CSS=48.9, Synergy_ZIP=-1.56, Synergy_Bliss=-1.76, Synergy_Loewe=-6.82, Synergy_HSA=-4.68. (8) Drug 1: CC12CCC3C(C1CCC2=O)CC(=C)C4=CC(=O)C=CC34C. Drug 2: C1=C(C(=O)NC(=O)N1)N(CCCl)CCCl. Cell line: HCC-2998. Synergy scores: CSS=45.1, Synergy_ZIP=-2.08, Synergy_Bliss=-2.63, Synergy_Loewe=-15.5, Synergy_HSA=-1.39.